This data is from Reaction yield outcomes from USPTO patents with 853,638 reactions. The task is: Predict the reaction yield, written as a fraction of the theoretical maximum amount of product (1.0 means a 100% yield; for example, 0.34 means a 34% yield). The reactants are Br[C:2]1[CH:15]=[CH:14][C:5]([O:6][Si:7]([C:10]([CH3:13])([CH3:12])[CH3:11])([CH3:9])[CH3:8])=[CH:4][C:3]=1[O:16][CH3:17].[CH3:18][C:19]1([CH3:35])[C:23]([CH3:25])([CH3:24])[O:22][B:21]([B:21]2[O:22][C:23]([CH3:25])([CH3:24])[C:19]([CH3:35])([CH3:18])[O:20]2)[O:20]1.C([O-])(=O)C.[K+].C(Cl)Cl. The catalyst is C1C=CC(P(C2C=CC=CC=2)[C-]2C=CC=C2)=CC=1.C1C=CC(P(C2C=CC=CC=2)[C-]2C=CC=C2)=CC=1.[Fe+2].C1C=CC(P(C2C=CC=CC=2)[C-]2C=CC=C2)=CC=1.C1C=CC(P(C2C=CC=CC=2)[C-]2C=CC=C2)=CC=1.Cl[Pd]Cl.[Fe+2].O1CCOCC1. The product is [C:10]([Si:7]([O:6][C:5]1[CH:14]=[CH:15][C:2]([B:21]2[O:22][C:23]([CH3:25])([CH3:24])[C:19]([CH3:35])([CH3:18])[O:20]2)=[C:3]([O:16][CH3:17])[CH:4]=1)([CH3:9])[CH3:8])([CH3:13])([CH3:12])[CH3:11]. The yield is 0.700.